This data is from Catalyst prediction with 721,799 reactions and 888 catalyst types from USPTO. The task is: Predict which catalyst facilitates the given reaction. (1) Reactant: [NH2:1][C:2]1[CH:17]=[CH:16][C:5]([O:6][C:7]2[CH:12]=[CH:11][N:10]=[C:9]([C:13]([NH2:15])=[O:14])[CH:8]=2)=[C:4]([F:18])[CH:3]=1.C(OC1C=CC(NC2N=CN=C(OC3C=CC(NC(=O)CC(NC4C=CC(F)=CC=4)=O)=CC=3F)C=2)=CC=1)C1C=CC=CC=1.CCN(C(C)C)C(C)C.Cl[C:72](=[O:79])[CH2:73][C:74]([O:76][CH2:77][CH3:78])=[O:75]. Product: [C:13]([C:9]1[CH:8]=[C:7]([O:6][C:5]2[CH:16]=[CH:17][C:2]([NH:1][C:72](=[O:79])[CH2:73][C:74]([O:76][CH2:77][CH3:78])=[O:75])=[CH:3][C:4]=2[F:18])[CH:12]=[CH:11][N:10]=1)(=[O:14])[NH2:15]. The catalyst class is: 31. (2) Reactant: [CH3:1][C:2]1[CH:7]=[CH:6][N:5]=[CH:4][C:3]=1[C:8](=[S:10])[NH2:9].[Cl:11][CH2:12][C:13]([C:15]1[CH:20]=[CH:19][C:18]([Cl:21])=[CH:17][C:16]=1[Cl:22])=O.CO.ClCCl. Product: [ClH:11].[CH3:1][C:2]1[CH:7]=[CH:6][N:5]=[CH:4][C:3]=1[C:8]1[S:10][CH:12]=[C:13]([C:15]2[CH:20]=[CH:19][C:18]([Cl:21])=[CH:17][C:16]=2[Cl:22])[N:9]=1. The catalyst class is: 25. (3) Reactant: [OH:1][CH2:2][CH2:3][C:4]1[C:9]([CH2:10][CH2:11][OH:12])=[CH:8][CH:7]=[CH:6][C:5]=1[O:13][CH3:14].C(N(CC)CC)C.[CH3:22][S:23](Cl)(=[O:25])=[O:24]. Product: [CH3:22][S:23]([O:1][CH2:2][CH2:3][C:4]1[C:9]([CH2:10][CH2:11][O:12][S:23]([CH3:22])(=[O:25])=[O:24])=[CH:8][CH:7]=[CH:6][C:5]=1[O:13][CH3:14])(=[O:25])=[O:24]. The catalyst class is: 2. (4) Reactant: [H-].[Na+].[NH2:3][C:4]1[C:5]([C:9]2[N:10]([C:19]3[CH:24]=[CH:23][C:22]([OH:25])=[CH:21][CH:20]=3)[C:11]3[C:16]([Br:17])=[CH:15][N:14]=[CH:13][C:12]=3[N:18]=2)=[N:6][O:7][N:8]=1.Cl.[CH3:27][N:28]([CH3:32])[CH2:29][CH2:30]Cl. Product: [Br:17][C:16]1[C:11]2[N:10]([C:19]3[CH:24]=[CH:23][C:22]([O:25][CH2:30][CH2:29][N:28]([CH3:32])[CH3:27])=[CH:21][CH:20]=3)[C:9]([C:5]3[C:4]([NH2:3])=[N:8][O:7][N:6]=3)=[N:18][C:12]=2[CH:13]=[N:14][CH:15]=1. The catalyst class is: 3. (5) Reactant: Br[C:2]1[CH:3]=[CH:4][C:5]([F:18])=[C:6]([C:8]2([CH:15]([F:17])[F:16])[NH:13][C:12](=[O:14])[CH2:11][O:10][CH2:9]2)[CH:7]=1.C([O-])(=O)C.[Na+].[H][H]. Product: [F:17][CH:15]([F:16])[C:8]1([C:6]2[CH:7]=[CH:2][CH:3]=[CH:4][C:5]=2[F:18])[NH:13][C:12](=[O:14])[CH2:11][O:10][CH2:9]1. The catalyst class is: 19. (6) Reactant: B(Br)(Br)Br.[Cl:5][C:6]1[CH:7]=[C:8]([CH:48]=[CH:49][C:50]=1[Cl:51])[CH:9]=[C:10]1[S:14][C:13](=[O:15])[N:12]([CH2:16][C:17]2[CH:22]=[C:21]([O:23]CC3C=CC=CC=3)[C:20]([O:31]CC3C=CC=CC=3)=[C:19]([O:39]CC3C=CC=CC=3)[CH:18]=2)[C:11]1=[O:47].O. Product: [Cl:5][C:6]1[CH:7]=[C:8]([CH:48]=[CH:49][C:50]=1[Cl:51])[CH:9]=[C:10]1[S:14][C:13](=[O:15])[N:12]([CH2:16][C:17]2[CH:18]=[C:19]([OH:39])[C:20]([OH:31])=[C:21]([OH:23])[CH:22]=2)[C:11]1=[O:47]. The catalyst class is: 4. (7) Reactant: [B-](F)(F)(F)F.[B-](F)(F)(F)F.C1[N+]2(CCl)CC[N+]([F:21])(CC2)C1.[F:22][C:23]1[C:28]([O:29][CH3:30])=[CH:27][C:26]([O:31][CH3:32])=[CH:25][C:24]=1[C:33]1[N:38]=[CH:37][C:36]2[C:39]([I:48])=[N:40][N:41]([CH:42]3[CH2:47][CH2:46][CH2:45][CH2:44][O:43]3)[C:35]=2[CH:34]=1. Product: [F:22][C:23]1[C:28]([O:29][CH3:30])=[CH:27][C:26]([O:31][CH3:32])=[C:25]([F:21])[C:24]=1[C:33]1[N:38]=[CH:37][C:36]2[C:39]([I:48])=[N:40][N:41]([CH:42]3[CH2:47][CH2:46][CH2:45][CH2:44][O:43]3)[C:35]=2[CH:34]=1. The catalyst class is: 10. (8) Reactant: [OH-].[Na+].[Br:3][C:4]1[CH:11]=[CH:10][C:7]([CH2:8][OH:9])=[CH:6][CH:5]=1.I[CH2:13][CH3:14].Cl. Product: [Br:3][C:4]1[CH:11]=[CH:10][C:7]([CH2:8][O:9][CH2:13][CH3:14])=[CH:6][CH:5]=1. The catalyst class is: 9. (9) Reactant: [C:1]([C:5]1[O:6][C:7]2[C:13]([S:14](Cl)(=[O:16])=[O:15])=[C:12]([Cl:18])[CH:11]=[CH:10][C:8]=2[N:9]=1)([CH3:4])([CH3:3])[CH3:2].C(N(CC)CC)C.[CH3:26][N:27]1[CH2:33][CH2:32][CH2:31][NH:30][CH2:29][CH2:28]1. Product: [C:1]([C:5]1[O:6][C:7]2[C:13]([S:14]([N:30]3[CH2:31][CH2:32][CH2:33][N:27]([CH3:26])[CH2:28][CH2:29]3)(=[O:16])=[O:15])=[C:12]([Cl:18])[CH:11]=[CH:10][C:8]=2[N:9]=1)([CH3:4])([CH3:3])[CH3:2]. The catalyst class is: 1.